This data is from Reaction yield outcomes from USPTO patents with 853,638 reactions. The task is: Predict the reaction yield, written as a fraction of the theoretical maximum amount of product (1.0 means a 100% yield; for example, 0.34 means a 34% yield). (1) The reactants are C[O:2][C:3]12[CH2:9][C:6]([CH2:10][CH2:11][CH:12]([CH3:18])[C:13]([O:15][CH2:16][CH3:17])=[O:14])([CH2:7][CH2:8]1)[CH2:5][CH2:4]2.[Si](I)(C)(C)C. The catalyst is CC#N. The product is [OH:2][C:3]12[CH2:9][C:6]([CH2:10][CH2:11][CH:12]([CH3:18])[C:13]([O:15][CH2:16][CH3:17])=[O:14])([CH2:5][CH2:4]1)[CH2:7][CH2:8]2. The yield is 0.260. (2) The reactants are S(Cl)([Cl:3])=O.[OH:5][C:6]1[C:11](=[O:12])[C:10]([CH:13](O)[C:14]([F:17])([F:16])[F:15])=[CH:9][N:8]([CH3:19])[C:7]=1[CH3:20].C(#N)C.CO. The catalyst is ClCCl. The product is [ClH:3].[Cl:3][CH:13]([C:10]1[C:11](=[O:12])[C:6]([OH:5])=[C:7]([CH3:20])[N:8]([CH3:19])[CH:9]=1)[C:14]([F:17])([F:16])[F:15]. The yield is 0.780. (3) The reactants are [C:1]1([NH:7][C:8]2[C:17]3[CH:18]=[CH:19][S:20][C:16]=3[C:15]3[CH:14]=[CH:13][C:12]([C:21]#[N:22])=[CH:11][C:10]=3[N:9]=2)[CH:6]=[CH:5][CH:4]=[CH:3][CH:2]=1.Cl.[NH2:24]O.[C:26]([O-:29])([O-])=[O:27].[K+].[K+]. The catalyst is CCO. The product is [C:1]1([NH:7][C:8]2[C:17]3[CH:18]=[CH:19][S:20][C:16]=3[C:15]3[CH:14]=[CH:13][C:12]([C:21]4[NH:24][C:26](=[O:27])[O:29][N:22]=4)=[CH:11][C:10]=3[N:9]=2)[CH:2]=[CH:3][CH:4]=[CH:5][CH:6]=1. The yield is 0.220. (4) The reactants are [CH:1]1([C:4]2[C:5]([NH:24][S:25]([CH3:28])(=[O:27])=[O:26])=[CH:6][C:7]3[O:11][C:10]([C:12]4[CH:17]=[CH:16][C:15]([F:18])=[CH:14][CH:13]=4)=[C:9]([C:19]([NH:21][CH3:22])=[O:20])[C:8]=3[CH:23]=2)[CH2:3][CH2:2]1.[F:29][CH:30]([F:41])[C:31]1[CH:36]=[C:35](F)[CH:34]=[CH:33][C:32]=1[N+:38]([O-:40])=[O:39].C([O-])([O-])=O.[K+].[K+]. The catalyst is CN(P(N(C)C)(N(C)C)=O)C.CCOC(C)=O.O. The product is [CH:1]1([C:4]2[C:5]([N:24]([C:35]3[CH:34]=[CH:33][C:32]([N+:38]([O-:40])=[O:39])=[C:31]([CH:30]([F:29])[F:41])[CH:36]=3)[S:25]([CH3:28])(=[O:27])=[O:26])=[CH:6][C:7]3[O:11][C:10]([C:12]4[CH:17]=[CH:16][C:15]([F:18])=[CH:14][CH:13]=4)=[C:9]([C:19]([NH:21][CH3:22])=[O:20])[C:8]=3[CH:23]=2)[CH2:3][CH2:2]1. The yield is 0.970. (5) The catalyst is CS(C)=O.CCCC[N+](CCCC)(CCCC)CCCC.[Br-].O. The reactants are [CH3:1][C:2]1[NH:6][CH:5]=[N:4][C:3]=1[C:7]([O:9][CH2:10][CH3:11])=[O:8].[OH-].[K+].[CH:14]1([CH2:20]Br)[CH2:19][CH2:18][CH2:17][CH2:16][CH2:15]1. The yield is 0.200. The product is [CH:14]1([CH2:20][N:6]2[C:2]([CH3:1])=[C:3]([C:7]([O:9][CH2:10][CH3:11])=[O:8])[N:4]=[CH:5]2)[CH2:19][CH2:18][CH2:17][CH2:16][CH2:15]1. (6) The reactants are N1CCCCC1.FC(F)OC1C=C(C=CC=1OC(F)F)C=O.C(CC(N[C:30]1[CH:38]=[CH:37][CH:36]=[CH:35][C:31]=1[C:32]([OH:34])=[O:33])=O)(O)=O. The catalyst is C1(C)C=CC=CC=1. The product is [C:32]([OH:34])(=[O:33])[C:31]1[CH:35]=[CH:36][CH:37]=[CH:38][CH:30]=1. The yield is 0.710. (7) The reactants are [OH-].[Na+].Cl.[CH3:4][C:5]1[CH:10]=[CH:9][N:8]=[C:7]([SH:11])[N:6]=1.I[CH3:13]. The catalyst is O. The product is [CH3:4][C:5]1[CH:10]=[CH:9][N:8]=[C:7]([S:11][CH3:13])[N:6]=1. The yield is 0.860. (8) The reactants are Cl[C:2]([O:4][CH:5]1[CH2:9][CH2:8][CH2:7][CH2:6]1)=[O:3].FC(F)(F)C(O)=O.[NH:17]1[CH2:22][CH2:21][CH:20]([N:23]2[C:27]3=[N:28][CH:29]=[N:30][C:31]([O:32][C:33]4[CH:40]=[CH:39][CH:38]=[CH:37][C:34]=4[C:35]#[N:36])=[C:26]3[CH:25]=[N:24]2)[CH2:19][CH2:18]1.C(OC(N1CCC(N2C3=NC=NC(OC4C=CC=CC=4C#N)=C3C=N2)CC1)=O)(C)(C)C.FC(F)(F)C(O)=O.C(OC1C=CC(OC2N=CN=C3N(C4CCNCC4)N=CC=23)=C(F)C=1)C.C(N(C(C)C)CC)(C)C. The catalyst is ClCCl.O. The product is [CH:5]1([O:4][C:2]([N:17]2[CH2:22][CH2:21][CH:20]([N:23]3[C:27]4=[N:28][CH:29]=[N:30][C:31]([O:32][C:33]5[CH:40]=[CH:39][CH:38]=[CH:37][C:34]=5[C:35]#[N:36])=[C:26]4[CH:25]=[N:24]3)[CH2:19][CH2:18]2)=[O:3])[CH2:9][CH2:8][CH2:7][CH2:6]1. The yield is 0.720.